From a dataset of Full USPTO retrosynthesis dataset with 1.9M reactions from patents (1976-2016). Predict the reactants needed to synthesize the given product. (1) Given the product [CH:1]1([O:7][C:8]2[CH:9]=[CH:10][C:11]([OH:14])=[CH:12][CH:13]=2)[CH2:2][CH2:3][CH2:4][CH2:5][CH2:6]1, predict the reactants needed to synthesize it. The reactants are: [CH:1]1([O:7][C:8]2[CH:13]=[CH:12][C:11]([O:14]C)=[CH:10][CH:9]=2)[CH2:6][CH2:5][CH2:4][CH2:3][CH2:2]1.C([S-])C.[Na+].O.Cl. (2) Given the product [C:3]([O:7][C:8]([NH:10][CH2:11][CH2:12][CH2:13][N:14]([CH3:50])[CH2:15][CH2:16][CH2:17][NH:18][C:19]1[C:31]2[C:30]3[C:25](=[CH:26][C:27]([C:32]([O:34][CH3:35])=[O:33])=[CH:28][CH:29]=3)[NH:24][C:23]=2[N:22]=[C:21]([CH2:36][C:37]2[CH:42]=[CH:41][CH:40]=[C:39]([C:43]3([C:46]([F:47])([F:48])[F:49])[N:44]=[N:45]3)[CH:38]=2)[N:20]=1)=[O:9])([CH3:6])([CH3:5])[CH3:4], predict the reactants needed to synthesize it. The reactants are: II.[C:3]([O:7][C:8]([NH:10][CH2:11][CH2:12][CH2:13][N:14]([CH3:50])[CH2:15][CH2:16][CH2:17][NH:18][C:19]1[C:31]2[C:30]3[C:25](=[CH:26][C:27]([C:32]([O:34][CH3:35])=[O:33])=[CH:28][CH:29]=3)[NH:24][C:23]=2[N:22]=[C:21]([CH2:36][C:37]2[CH:42]=[CH:41][CH:40]=[C:39]([C:43]3([C:46]([F:49])([F:48])[F:47])[NH:45][NH:44]3)[CH:38]=2)[N:20]=1)=[O:9])([CH3:6])([CH3:5])[CH3:4].C(N(CC)CC)C. (3) Given the product [CH2:1]([N:8]1[C:12](=[C:14]([Br:16])[Br:15])[CH:11]=[C:10]([CH2:17][CH2:18][CH2:19][CH3:20])[C:9]1=[O:21])[C:2]1[CH:7]=[CH:6][CH:5]=[CH:4][CH:3]=1, predict the reactants needed to synthesize it. The reactants are: [CH2:1]([N:8]1[C:12]([CH:14]([Br:16])[Br:15])(O)[CH:11]=[C:10]([CH2:17][CH2:18][CH2:19][CH3:20])[C:9]1=[O:21])[C:2]1[CH:7]=[CH:6][CH:5]=[CH:4][CH:3]=1.O=P12OP3(OP(OP(O3)(O1)=O)(=O)O2)=O. (4) Given the product [CH2:1]([O:3][C:4](=[O:13])[CH2:5][CH:6]1[CH2:11][CH2:10][CH2:9][CH:8]([Cl:24])[C:7]1=[O:12])[CH3:2], predict the reactants needed to synthesize it. The reactants are: [CH2:1]([O:3][C:4](=[O:13])[CH2:5][CH:6]1[CH2:11][CH2:10][CH2:9][CH2:8][C:7]1=[O:12])[CH3:2].C(C1CCCC([Cl:24])C1=O)(C)(C)C. (5) Given the product [NH2:23][C:22]1[C:12]2[C:13](=[N:14][C:9]([C:3]3[CH:4]=[CH:5][C:6]([Cl:8])=[CH:7][C:2]=3[Cl:1])=[C:10]([C:24]3[CH:25]=[CH:26][C:27]([Cl:30])=[CH:28][CH:29]=3)[CH:11]=2)[N:15]([CH3:21])[C:16](=[O:20])[C:17]=1[CH2:18][CH3:19], predict the reactants needed to synthesize it. The reactants are: [Cl:1][C:2]1[CH:7]=[C:6]([Cl:8])[CH:5]=[CH:4][C:3]=1[C:9]1[N:14]=[C:13]([N:15]([CH3:21])[C:16](=[O:20])[CH2:17][CH2:18][CH3:19])[C:12]([C:22]#[N:23])=[CH:11][C:10]=1[C:24]1[CH:29]=[CH:28][C:27]([Cl:30])=[CH:26][CH:25]=1.[H-].[Na+]. (6) Given the product [Cl:1][C:2]1[N:3]=[C:4]([CH2:24][OH:25])[N:5]([C:17]2[CH:22]=[CH:21][C:20]([F:23])=[CH:19][CH:18]=2)[C:6]=1[C:7]1[C:12]([F:13])=[CH:11][C:10]([O:14][CH3:15])=[CH:9][C:8]=1[F:16], predict the reactants needed to synthesize it. The reactants are: [Cl:1][C:2]1[N:3]=[C:4]([CH:24]=[O:25])[N:5]([C:17]2[CH:22]=[CH:21][C:20]([F:23])=[CH:19][CH:18]=2)[C:6]=1[C:7]1[C:12]([F:13])=[CH:11][C:10]([O:14][CH3:15])=[CH:9][C:8]=1[F:16].[BH4-].[Na+].O. (7) The reactants are: C(OC([NH:8][C:9]1[CH:18]=[C:17]([Cl:19])[C:12]([C:13]([O:15][CH3:16])=[O:14])=[C:11]([Cl:20])[CH:10]=1)=O)(C)(C)C. Given the product [NH2:8][C:9]1[CH:10]=[C:11]([Cl:20])[C:12]([C:13]([O:15][CH3:16])=[O:14])=[C:17]([Cl:19])[CH:18]=1, predict the reactants needed to synthesize it.